From a dataset of Catalyst prediction with 721,799 reactions and 888 catalyst types from USPTO. Predict which catalyst facilitates the given reaction. (1) Reactant: [C:1]([C:3]1([C:14]2[CH:19]=[CH:18][CH:17]=[CH:16][C:15]=2[CH3:20])[CH2:8][CH2:7][N:6]([C:9]([O:11][CH2:12][CH3:13])=[O:10])[CH2:5][CH2:4]1)#[N:2].Cl. Product: [NH2:2][CH2:1][C:3]1([C:14]2[CH:19]=[CH:18][CH:17]=[CH:16][C:15]=2[CH3:20])[CH2:8][CH2:7][N:6]([C:9]([O:11][CH2:12][CH3:13])=[O:10])[CH2:5][CH2:4]1. The catalyst class is: 29. (2) Reactant: [OH-].[K+].[CH3:3]C1C=CC(S(N(N=O)C)(=O)=O)=CC=1.C(O)CO.CCOCC.[NH:26]1[C:30]2[CH:31]=[C:32]([N:35]3[CH:39]([C:40]4[CH:45]=[CH:44][C:43]([CH:46]5[CH2:51][CH2:50][CH2:49][CH2:48][CH2:47]5)=[CH:42][CH:41]=4)[C:38]([CH3:52])=[C:37]([OH:53])[C:36]3=[O:54])[CH:33]=[CH:34][C:29]=2[N:28]=[CH:27]1. Product: [NH:26]1[C:30]2[CH:31]=[C:32]([N:35]3[CH:39]([C:40]4[CH:45]=[CH:44][C:43]([CH:46]5[CH2:51][CH2:50][CH2:49][CH2:48][CH2:47]5)=[CH:42][CH:41]=4)[C:38]([CH3:52])=[C:37]([O:53][CH3:3])[C:36]3=[O:54])[CH:33]=[CH:34][C:29]=2[N:28]=[CH:27]1. The catalyst class is: 5.